This data is from Full USPTO retrosynthesis dataset with 1.9M reactions from patents (1976-2016). The task is: Predict the reactants needed to synthesize the given product. Given the product [Br:1][C:2]1[CH:7]=[C:6]([CH:5]=[C:4]([C:11]([C:14]2[CH:19]=[CH:18][CH:17]=[C:16]([O:20][CH:21]([F:22])[F:23])[CH:15]=2)([CH3:13])[CH3:12])[CH:3]=1)[NH2:8], predict the reactants needed to synthesize it. The reactants are: [Br:1][C:2]1[CH:7]=[C:6]([N+:8]([O-])=O)[CH:5]=[C:4]([C:11]([C:14]2[CH:19]=[CH:18][CH:17]=[C:16]([O:20][CH:21]([F:23])[F:22])[CH:15]=2)([CH3:13])[CH3:12])[CH:3]=1.[NH4+].[Cl-].